From a dataset of Catalyst prediction with 721,799 reactions and 888 catalyst types from USPTO. Predict which catalyst facilitates the given reaction. (1) Reactant: [Br:1][C:2]1[CH:3]=[C:4]([C:9]2[O:13][N:12]=[CH:11][C:10]=2[C:14](OCC)=[O:15])[CH:5]=[CH:6][C:7]=1[F:8].[H-].C([Al+]CC(C)C)C(C)C.Cl. Product: [Br:1][C:2]1[CH:3]=[C:4]([C:9]2[O:13][N:12]=[CH:11][C:10]=2[CH2:14][OH:15])[CH:5]=[CH:6][C:7]=1[F:8]. The catalyst class is: 7. (2) Reactant: [N+:1]([C:4]1[CH:9]=[CH:8][C:7]([N:10]2[CH2:14][CH2:13][CH2:12][CH2:11]2)=[CH:6][C:5]=1[NH:15][C:16](=[O:23])[C:17]1[CH:22]=[CH:21][CH:20]=[CH:19][CH:18]=1)([O-])=O.S(S([O-])=O)([O-])=O.[Na+].[Na+]. Product: [NH2:1][C:4]1[CH:9]=[CH:8][C:7]([N:10]2[CH2:11][CH2:12][CH2:13][CH2:14]2)=[CH:6][C:5]=1[NH:15][C:16](=[O:23])[C:17]1[CH:18]=[CH:19][CH:20]=[CH:21][CH:22]=1. The catalyst class is: 8. (3) Reactant: [O:1]=[C:2]1[C:7]([CH2:8][C:9]2[CH:14]=[CH:13][C:12]([C:15]3[C:16]([C:21]#[N:22])=[CH:17][CH:18]=[CH:19][CH:20]=3)=[CH:11][CH:10]=2)=[C:6]([CH2:23][CH2:24][CH3:25])[N:5]2[N:26]=[CH:27][N:28]=[C:4]2[NH:3]1.I[CH:30]([CH3:32])[CH3:31].C(=O)([O-])[O-].[K+].[K+].CN(C)C(=O)C. Product: [CH3:31][CH:30]([N:3]1[C:2](=[O:1])[C:7]([CH2:8][C:9]2[CH:10]=[CH:11][C:12]([C:15]3[C:16]([C:21]#[N:22])=[CH:17][CH:18]=[CH:19][CH:20]=3)=[CH:13][CH:14]=2)=[C:6]([CH2:23][CH2:24][CH3:25])[N:5]2[N:26]=[CH:27][N:28]=[C:4]12)[CH3:32]. The catalyst class is: 13. (4) Reactant: [OH:1][C:2]1[CH:10]=[C:9]([S:11][CH3:12])[CH:8]=[C:7]([NH:13][C:14]2[CH:15]=[C:16]([CH3:20])[CH:17]=[CH:18][CH:19]=2)[C:3]=1[C:4]([NH2:6])=[O:5].[CH3:21]C1C=CC(S(O)(=O)=O)=CC=1.C=O. Product: [CH3:12][S:11][C:9]1[CH:8]=[C:7]([NH:13][C:14]2[CH:15]=[C:16]([CH3:20])[CH:17]=[CH:18][CH:19]=2)[C:3]2[C:4](=[O:5])[NH:6][CH2:21][O:1][C:2]=2[CH:10]=1. The catalyst class is: 58.